Task: Predict the reaction yield, written as a fraction of the theoretical maximum amount of product (1.0 means a 100% yield; for example, 0.34 means a 34% yield).. Dataset: Reaction yield outcomes from USPTO patents with 853,638 reactions (1) The reactants are [N+:1]([C:4]1[CH:13]=[C:12]2[C:7]([CH2:8][CH2:9][N:10]([C:14]([O:16][C:17]([CH3:20])([CH3:19])[CH3:18])=[O:15])[CH2:11]2)=[CH:6][CH:5]=1)([O-])=O. The catalyst is CO.[OH-].[OH-].[Pd+2]. The product is [NH2:1][C:4]1[CH:13]=[C:12]2[C:7]([CH2:8][CH2:9][N:10]([C:14]([O:16][C:17]([CH3:20])([CH3:19])[CH3:18])=[O:15])[CH2:11]2)=[CH:6][CH:5]=1. The yield is 0.690. (2) The reactants are [CH:1]([O:4][C:5]1[CH:24]=[CH:23][C:8]([O:9][C:10]2[S:14][C:13]([C:15]3[S:19][C:18]([CH:20]([NH2:22])[CH3:21])=[CH:17][CH:16]=3)=[N:12][N:11]=2)=[CH:7][CH:6]=1)([CH3:3])[CH3:2].C(N(CC)CC)C.[C:32](Cl)(=[O:34])[CH3:33]. The catalyst is C(Cl)Cl. The product is [CH:1]([O:4][C:5]1[CH:24]=[CH:23][C:8]([O:9][C:10]2[S:14][C:13]([C:15]3[S:19][C:18]([CH:20]([NH:22][C:32](=[O:34])[CH3:33])[CH3:21])=[CH:17][CH:16]=3)=[N:12][N:11]=2)=[CH:7][CH:6]=1)([CH3:2])[CH3:3]. The yield is 0.710. (3) The reactants are [N:1]12[CH2:8][CH2:7][C:4]([C:9]([C:16]3[S:17][CH:18]=[CH:19][CH:20]=3)([C:11]3[S:12][CH:13]=[CH:14][CH:15]=3)[OH:10])([CH2:5][CH2:6]1)[CH2:3][CH2:2]2.[C:21]1([O:27][CH2:28][CH2:29][CH2:30][Br:31])[CH:26]=[CH:25][CH:24]=[CH:23][CH:22]=1. The catalyst is C(Cl)(Cl)Cl. The product is [Br-:31].[OH:10][C:9]([C:16]1[S:17][CH:18]=[CH:19][CH:20]=1)([C:11]1[S:12][CH:13]=[CH:14][CH:15]=1)[C:4]12[CH2:5][CH2:6][N+:1]([CH2:30][CH2:29][CH2:28][O:27][C:21]3[CH:26]=[CH:25][CH:24]=[CH:23][CH:22]=3)([CH2:8][CH2:7]1)[CH2:2][CH2:3]2. The yield is 0.454. (4) The reactants are [CH2:1]([O:8][C:9]([NH:11][C@H:12]1[CH2:16][CH2:15][N:14]([C@H:17]2[CH2:22][CH2:21][C@@H:20]([NH:23]C(OC(C)(C)C)=O)[CH2:19][C@H:18]2[C:31]([O:33][CH3:34])=[O:32])[C:13]1=[O:35])=[O:10])[C:2]1[CH:7]=[CH:6][CH:5]=[CH:4][CH:3]=1.C(O)(C(F)(F)F)=O. The catalyst is C(Cl)Cl. The product is [NH2:23][C@H:20]1[CH2:19][C@@H:18]([C:31]([O:33][CH3:34])=[O:32])[C@@H:17]([N:14]2[CH2:15][CH2:16][C@H:12]([NH:11][C:9]([O:8][CH2:1][C:2]3[CH:7]=[CH:6][CH:5]=[CH:4][CH:3]=3)=[O:10])[C:13]2=[O:35])[CH2:22][CH2:21]1. The yield is 0.590. (5) The reactants are [Br:1][C:2]1[N:3]=[CH:4][NH:5][CH:6]=1.[F:7][C:8]1[CH:13]=[CH:12][C:11](B(O)O)=[CH:10][CH:9]=1.N1C=CC=CC=1. The catalyst is ClCCCl.C([O-])(=O)C.[Cu+2].C([O-])(=O)C. The product is [Br:1][C:2]1[N:3]=[CH:4][N:5]([C:11]2[CH:12]=[CH:13][C:8]([F:7])=[CH:9][CH:10]=2)[CH:6]=1. The yield is 0.370. (6) The reactants are [N+:1]([C:4]1[CH:5]=[C:6]([CH3:11])[C:7]([CH3:10])=[CH:8][CH:9]=1)([O-:3])=[O:2].C1C(=O)N(Br)C(=O)C1.C(OOC(=O)C1C=CC=CC=1)(=O)C1C=CC=CC=1.C([O-])([O-])=O.[Na+].[Na+].[CH2:44]([NH2:51])[C:45]1[CH:50]=[CH:49][CH:48]=[CH:47][CH:46]=1. The yield is 0.330. The product is [CH2:44]([N:51]1[CH2:11][C:6]2[C:7](=[CH:8][CH:9]=[C:4]([N+:1]([O-:3])=[O:2])[CH:5]=2)[CH2:10]1)[C:45]1[CH:50]=[CH:49][CH:48]=[CH:47][CH:46]=1. The catalyst is CC(C)=O.O.C(Cl)(Cl)(Cl)Cl. (7) The reactants are [F:1][C:2]([F:7])([F:6])[C:3]([OH:5])=[O:4].[F:8][C:9]([F:14])([F:13])[C:10]([OH:12])=[O:11].FC(F)(F)C(O)=O.[Cl:22][C:23]1[CH:24]=[N:25][C:26]2[NH:27][C:28]3[CH:29]=[N:30][CH:31]=[C:32]([CH:54]=3)[CH2:33][CH2:34][C:35]3[CH:43]=[C:39]([NH:40][C:41]=1[N:42]=2)[CH:38]=[CH:37][C:36]=3[O:44][CH2:45][C:46](=[O:53])[N:47]1[CH2:52][CH2:51][NH:50][CH2:49][CH2:48]1.[C:55]1([N:61]=[C:62]=[O:63])[CH:60]=[CH:59][CH:58]=[CH:57][CH:56]=1. No catalyst specified. The product is [F:1][C:2]([F:7])([F:6])[C:3]([OH:5])=[O:4].[F:8][C:9]([F:14])([F:13])[C:10]([OH:12])=[O:11].[Cl:22][C:23]1[CH:24]=[N:25][C:26]2[NH:27][C:28]3[CH:29]=[N:30][CH:31]=[C:32]([CH:54]=3)[CH2:33][CH2:34][C:35]3[CH:43]=[C:39]([NH:40][C:41]=1[N:42]=2)[CH:38]=[CH:37][C:36]=3[O:44][CH2:45][C:46]([N:47]1[CH2:52][CH2:51][N:50]([C:62]([NH:61][C:55]2[CH:60]=[CH:59][CH:58]=[CH:57][CH:56]=2)=[O:63])[CH2:49][CH2:48]1)=[O:53]. The yield is 0.700.